Dataset: Full USPTO retrosynthesis dataset with 1.9M reactions from patents (1976-2016). Task: Predict the reactants needed to synthesize the given product. (1) Given the product [C:24]1([CH:30]([CH3:34])[CH2:31][CH2:32][NH:1][C:2]2[CH:3]=[C:4]([C:8]3[N:13]4[N:14]=[CH:15][C:16]([C:17]([C:19]5[S:20][CH:21]=[CH:22][CH:23]=5)=[O:18])=[C:12]4[N:11]=[CH:10][CH:9]=3)[CH:5]=[CH:6][CH:7]=2)[CH:29]=[CH:28][CH:27]=[CH:26][CH:25]=1, predict the reactants needed to synthesize it. The reactants are: [NH2:1][C:2]1[CH:3]=[C:4]([C:8]2[N:13]3[N:14]=[CH:15][C:16]([C:17]([C:19]4[S:20][CH:21]=[CH:22][CH:23]=4)=[O:18])=[C:12]3[N:11]=[CH:10][CH:9]=2)[CH:5]=[CH:6][CH:7]=1.[C:24]1([CH:30]([CH3:34])[CH2:31][CH:32]=O)[CH:29]=[CH:28][CH:27]=[CH:26][CH:25]=1. (2) Given the product [C:1]([NH:4][C:5]1[S:6][CH:7]=[C:8]([C:10]([OH:12])=[O:11])[N:9]=1)(=[O:3])[CH3:2], predict the reactants needed to synthesize it. The reactants are: [C:1]([NH:4][C:5]1[S:6][CH:7]=[C:8]([C:10]([O:12]CC)=[O:11])[N:9]=1)(=[O:3])[CH3:2].[OH-].[Na+].Cl. (3) Given the product [C:10]([O:15][CH2:16][C:6]1[CH:7]=[CH:8][C:3]([S:2][CH3:1])=[CH:4][CH:5]=1)(=[O:14])[C:11]([CH3:13])=[CH2:12], predict the reactants needed to synthesize it. The reactants are: [CH3:1][S:2][C:3]1[CH:8]=[CH:7][C:6](O)=[CH:5][CH:4]=1.[C:10]([OH:15])(=[O:14])[C:11]([CH3:13])=[CH2:12].[CH3:16]OC1C=CC(O)=CC=1.C1(C)C=CC(S(O)(=O)=O)=CC=1. (4) Given the product [CH2:17]([O:19][C:20]1[N:25]=[C:24]([NH:26][C:7](=[O:15])[O:8][C:9]2[CH:14]=[CH:13][CH:12]=[CH:11][CH:10]=2)[CH:23]=[N:22][CH:21]=1)[CH3:18], predict the reactants needed to synthesize it. The reactants are: N1C=CC=CC=1.[C:7](Cl)(=[O:15])[O:8][C:9]1[CH:14]=[CH:13][CH:12]=[CH:11][CH:10]=1.[CH2:17]([O:19][C:20]1[N:25]=[C:24]([NH2:26])[CH:23]=[N:22][CH:21]=1)[CH3:18]. (5) The reactants are: [NH2:1][CH2:2][CH2:3][CH:4]([N:6]1[CH2:11][CH2:10][CH:9]([N:12]([CH2:22][C:23]2[CH:24]=[N:25][CH:26]=[CH:27][C:28]=2[CH3:29])[C:13]2[CH:21]=[CH:20][C:16]([C:17]([NH2:19])=[O:18])=[CH:15][CH:14]=2)[CH2:8][CH2:7]1)[CH3:5].Cl.[CH3:31][C:32]1[N:40]=[CH:39][CH:38]=[C:37]([CH3:41])[C:33]=1[C:34](O)=[O:35]. Given the product [C:17]([C:16]1[CH:20]=[CH:21][C:13]([N:12]([CH2:22][C:23]2[CH:24]=[N:25][CH:26]=[CH:27][C:28]=2[CH3:29])[CH:9]2[CH2:10][CH2:11][N:6]([CH:4]([CH3:5])[CH2:3][CH2:2][NH:1][C:34](=[O:35])[C:33]3[C:37]([CH3:41])=[CH:38][CH:39]=[N:40][C:32]=3[CH3:31])[CH2:7][CH2:8]2)=[CH:14][CH:15]=1)(=[O:18])[NH2:19], predict the reactants needed to synthesize it. (6) Given the product [O:48]1[C:49]2[CH:55]=[CH:54][CH:53]=[CH:52][C:50]=2[N:51]=[C:47]1[N:1]1[CH2:4][CH:3]([O:5][C:6]2[CH:11]=[CH:10][C:9]([CH:12]3[CH2:17][CH2:16][N:15]([C:18]([O:20][CH2:21][C:22]4[CH:23]=[CH:24][CH:25]=[CH:26][CH:27]=4)=[O:19])[CH2:14][CH:13]3[O:28][CH2:29][C:30]3[CH:31]=[CH:32][C:33]4[O:38][CH2:37][C:36](=[O:39])[N:35]([CH2:40][CH2:41][CH2:42][O:43][CH3:44])[C:34]=4[CH:45]=3)=[CH:8][CH:7]=2)[CH2:2]1, predict the reactants needed to synthesize it. The reactants are: [NH:1]1[CH2:4][CH:3]([O:5][C:6]2[CH:11]=[CH:10][C:9]([CH:12]3[CH2:17][CH2:16][N:15]([C:18]([O:20][CH2:21][C:22]4[CH:27]=[CH:26][CH:25]=[CH:24][CH:23]=4)=[O:19])[CH2:14][CH:13]3[O:28][CH2:29][C:30]3[CH:31]=[CH:32][C:33]4[O:38][CH2:37][C:36](=[O:39])[N:35]([CH2:40][CH2:41][CH2:42][O:43][CH3:44])[C:34]=4[CH:45]=3)=[CH:8][CH:7]=2)[CH2:2]1.Cl[C:47]1[O:48][C:49]2[CH:55]=[CH:54][CH:53]=[CH:52][C:50]=2[N:51]=1. (7) Given the product [Cl:8][C:9]1[C:10]([C:34]2[CH:35]=[CH:36][C:37]([O:40][CH3:41])=[CH:38][CH:39]=2)=[C:11]2[C:29]3[CH2:30][CH2:31][S:32](=[O:7])[CH2:33][C:28]=3[S:27][C:12]2=[N:13][C:14]=1[CH2:15][N:16]1[C:24](=[O:25])[C:23]2[C:18](=[CH:19][CH:20]=[CH:21][CH:22]=2)[C:17]1=[O:26], predict the reactants needed to synthesize it. The reactants are: CN1CCCC1=[O:7].[Cl:8][C:9]1[C:10]([C:34]2[CH:39]=[CH:38][C:37]([O:40][CH3:41])=[CH:36][CH:35]=2)=[C:11]2[C:29]3[CH2:30][CH2:31][S:32][CH2:33][C:28]=3[S:27][C:12]2=[N:13][C:14]=1[CH2:15][N:16]1[C:24](=[O:25])[C:23]2[C:18](=[CH:19][CH:20]=[CH:21][CH:22]=2)[C:17]1=[O:26].OO.S([O-])([O-])(=O)=S.[Na+].[Na+].